This data is from Full USPTO retrosynthesis dataset with 1.9M reactions from patents (1976-2016). The task is: Predict the reactants needed to synthesize the given product. (1) Given the product [NH2:1][C@@H:2]([CH2:7][O:35][CH3:31])[C@H:3]([NH:8][C:9]1[N:10]=[N:11][C:12]([C:28]([NH2:30])=[O:29])=[C:13]([NH:15][C:16]2[CH:24]=[CH:23][CH:22]=[C:21]3[C:17]=2[CH:18]=[CH:19][N:20]3[CH:25]([CH3:26])[CH3:27])[N:14]=1)[CH3:4], predict the reactants needed to synthesize it. The reactants are: [NH2:1][C@H:2]1[CH2:7]CC[CH2:4][C@H:3]1[NH:8][C:9]1[N:10]=[N:11][C:12]([C:28]([NH2:30])=[O:29])=[C:13]([NH:15][C:16]2[CH:24]=[CH:23][CH:22]=[C:21]3[C:17]=2[CH:18]=[CH:19][N:20]3[CH:25]([CH3:27])[CH3:26])[N:14]=1.[C:31]([O:35]C(=O)N[C@H]([C@H](N)C)COC)(C)(C)C.C(OC(=O)N[C@H]1CCCC[C@H]1N)(C)(C)C. (2) Given the product [Br:11][CH:12]([CH3:16])[C:13]([NH:1][C:2]([CH3:7])([CH3:6])[C:3]([OH:5])=[O:4])=[O:14], predict the reactants needed to synthesize it. The reactants are: [NH2:1][C:2]([CH3:7])([CH3:6])[C:3]([OH:5])=[O:4].[OH-].[Na+].O.[Br:11][CH:12]([CH3:16])[C:13](Br)=[O:14]. (3) Given the product [N:9]1[CH:14]=[CH:13][CH:12]=[CH:11][C:10]=1[CH:15]=[N:1][C@@H:2]1[CH2:7][CH2:6][CH2:5][CH2:4][C@H:3]1[N:8]=[CH:15][C:10]1[CH:11]=[CH:12][CH:13]=[CH:14][N:9]=1, predict the reactants needed to synthesize it. The reactants are: [NH2:1][C@@H:2]1[CH2:7][CH2:6][CH2:5][CH2:4][C@H:3]1[NH2:8].[N:9]1[CH:14]=[CH:13][CH:12]=[CH:11][C:10]=1[CH:15]=O.